This data is from Reaction yield outcomes from USPTO patents with 853,638 reactions. The task is: Predict the reaction yield, written as a fraction of the theoretical maximum amount of product (1.0 means a 100% yield; for example, 0.34 means a 34% yield). (1) The reactants are [CH:1]1([CH2:5][CH:6]([N:10]2[C:15](=[O:16])[CH:14]=[C:13]([O:17][C:18]3[C:23]([F:24])=[CH:22][CH:21]=[CH:20][C:19]=3[F:25])[CH:12]=[N:11]2)[C:7](O)=[O:8])[CH2:4][CH2:3][CH2:2]1.[C:26]([Si:30]([CH3:41])([CH3:40])[O:31][CH2:32][CH2:33][N:34]1[CH:38]=[CH:37][C:36]([NH2:39])=[N:35]1)([CH3:29])([CH3:28])[CH3:27]. No catalyst specified. The product is [C:26]([Si:30]([CH3:41])([CH3:40])[O:31][CH2:32][CH2:33][N:34]1[CH:38]=[CH:37][C:36]([NH:39][C:7](=[O:8])[CH:6]([N:10]2[C:15](=[O:16])[CH:14]=[C:13]([O:17][C:18]3[C:19]([F:25])=[CH:20][CH:21]=[CH:22][C:23]=3[F:24])[CH:12]=[N:11]2)[CH2:5][CH:1]2[CH2:4][CH2:3][CH2:2]2)=[N:35]1)([CH3:29])([CH3:28])[CH3:27]. The yield is 0.400. (2) The yield is 0.330. The product is [CH3:1][O:2][C:3](=[O:26])[CH2:4][C:5]1[C:14]([CH3:15])=[C:13]([C:28]2[CH:29]=[CH:30][C:31]([S:34][C:35]3[CH:40]=[C:39]([Cl:41])[CH:38]=[CH:37][C:36]=3[Cl:42])=[CH:32][CH:33]=2)[C:12]2[C:7](=[CH:8][CH:9]=[C:10]([F:25])[CH:11]=2)[CH:6]=1. The catalyst is C(COC)OC.C1C=CC([P]([Pd]([P](C2C=CC=CC=2)(C2C=CC=CC=2)C2C=CC=CC=2)([P](C2C=CC=CC=2)(C2C=CC=CC=2)C2C=CC=CC=2)[P](C2C=CC=CC=2)(C2C=CC=CC=2)C2C=CC=CC=2)(C2C=CC=CC=2)C2C=CC=CC=2)=CC=1. The reactants are [CH3:1][O:2][C:3](=[O:26])[CH2:4][C:5]1[C:14]([CH3:15])=[C:13](B2OC(C)(C)C(C)(C)O2)[C:12]2[C:7](=[CH:8][CH:9]=[C:10]([F:25])[CH:11]=2)[CH:6]=1.Br[C:28]1[CH:33]=[CH:32][C:31]([S:34][C:35]2[CH:40]=[C:39]([Cl:41])[CH:38]=[CH:37][C:36]=2[Cl:42])=[CH:30][CH:29]=1.C(=O)(O)[O-].[Na+].O. (3) The reactants are [C:1]([N:4]([C:8]1[N:13]=[CH:12][C:11]([C:14]#[C:15][C:16]2[CH:17]=[N:18][N:19]3[C:24]([C:25]([F:28])([F:27])[F:26])=[CH:23][C:22]([C:29]4[CH:34]=[CH:33][C:32]([C:35]([F:38])([F:37])[F:36])=[CH:31][CH:30]=4)=[N:21][C:20]=23)=[CH:10][N:9]=1)C(=O)C)(=[O:3])[CH3:2].Cl.O. The catalyst is N.C1COCC1. The product is [F:27][C:25]([F:26])([F:28])[C:24]1[N:19]2[N:18]=[CH:17][C:16]([C:15]#[C:14][C:11]3[CH:12]=[N:13][C:8]([NH:4][C:1](=[O:3])[CH3:2])=[N:9][CH:10]=3)=[C:20]2[N:21]=[C:22]([C:29]2[CH:34]=[CH:33][C:32]([C:35]([F:36])([F:37])[F:38])=[CH:31][CH:30]=2)[CH:23]=1. The yield is 0.950. (4) The reactants are [C:1]([O:5][CH2:6][CH3:7])(=[O:4])[CH:2]=[CH2:3].CC1C=CC=CC=1P(C1C=CC=CC=1C)C1C=CC=CC=1C.Br[C:31]1[S:40][C:39]2[C:38](=[O:41])[C:37]3[CH:42]=[CH:43][CH:44]=[CH:45][C:36]=3[CH2:35][CH2:34][C:33]=2[CH:32]=1.[Cl-].[NH4+]. The catalyst is C([O-])(=O)C.[Pd+2].C([O-])(=O)C.CN(C=O)C.C(N(CC)CC)C. The product is [O:41]=[C:38]1[C:37]2[CH:42]=[CH:43][CH:44]=[CH:45][C:36]=2[CH2:35][CH2:34][C:33]2[CH:32]=[C:31]([CH:3]=[CH:2][C:1]([O:5][CH2:6][CH3:7])=[O:4])[S:40][C:39]1=2. The yield is 0.850. (5) The reactants are [CH3:1][O:2][C:3]1[CH:4]=[C:5]2[C:10](=[CH:11][CH:12]=1)[N:9]=[C:8]([NH:13][CH2:14][CH2:15][O:16][CH3:17])[C:7]([CH:18]=[O:19])=[CH:6]2.[BH4-].[Na+]. The catalyst is C1COCC1. The product is [CH3:1][O:2][C:3]1[CH:4]=[C:5]2[C:10](=[CH:11][CH:12]=1)[N:9]=[C:8]([NH:13][CH2:14][CH2:15][O:16][CH3:17])[C:7]([CH2:18][OH:19])=[CH:6]2. The yield is 1.00. (6) The product is [Cl:1][C:2]1[CH:3]=[C:4]([NH:16][C:17]2[N:22]=[CH:21][N:20]=[C:19]([NH:23][C:2]3[CH:3]=[C:4]([NH:16][C:37](=[O:38])/[CH:36]=[CH:35]/[CH2:34][N:33]([CH3:40])[CH3:32])[CH:5]=[CH:6][CH:7]=3)[CH:18]=2)[CH:5]=[CH:6][C:7]=1[O:8][CH2:9][C:10]1[CH:15]=[CH:14][CH:13]=[CH:12][N:11]=1. The catalyst is CN1CCCC1=O.C(#N)C. The yield is 0.0640. The reactants are [Cl:1][C:2]1[CH:3]=[C:4]([NH:16][C:17]2[N:22]=[CH:21][N:20]=[C:19]([NH:23]NC3C=CC=CC=3)[CH:18]=2)[CH:5]=[CH:6][C:7]=1[O:8][CH2:9][C:10]1[CH:15]=[CH:14][CH:13]=[CH:12][N:11]=1.Cl.[CH3:32][N:33]([CH3:40])[CH2:34]/[CH:35]=[CH:36]/[C:37](Cl)=[O:38].C(=O)(O)[O-].[Na+]. (7) The reactants are [OH:1][C:2]1[CH:7]=[C:6]([C:8]2[CH:9]=[N:10][NH:11][CH:12]=2)[CH:5]=[CH:4][C:3]=1[C:13]1[N:18]=[N:17][C:16]([N:19]2[CH2:23][C@@H:22]3[CH2:24][N:25](C(OC(C)(C)C)=O)[CH2:26][C@@H:21]3[CH2:20]2)=[CH:15][CH:14]=1.Cl.N. The catalyst is O1CCOCC1.CO. The product is [CH2:20]1[C@@H:21]2[CH2:26][NH:25][CH2:24][C@@H:22]2[CH2:23][N:19]1[C:16]1[N:17]=[N:18][C:13]([C:3]2[CH:4]=[CH:5][C:6]([C:8]3[CH:9]=[N:10][NH:11][CH:12]=3)=[CH:7][C:2]=2[OH:1])=[CH:14][CH:15]=1. The yield is 0.820.